Predict which catalyst facilitates the given reaction. From a dataset of Catalyst prediction with 721,799 reactions and 888 catalyst types from USPTO. (1) Reactant: [CH3:1][C:2]1[O:6][C:5]([C:7]([NH:9][C:10]([C:13]2[N:19]([CH3:20])[C:17](=[O:18])[C:16]([OH:21])=[C:15]([C:22]([NH:24][CH2:25][C:26]3[CH:27]=[CH:28][C:29]([F:32])=[CH:30][CH:31]=3)=[O:23])[N:14]=2)([CH3:12])[CH3:11])=[O:8])=[N:4][N:3]=1.CO.[OH-].[Ba+2:36].[OH-]. Product: [CH3:1][C:2]1[O:6][C:5]([C:7]([NH:9][C:10]([C:13]2[N:19]([CH3:20])[C:17](=[O:18])[C:16]([OH:21])=[C:15]([C:22]([NH:24][CH2:25][C:26]3[CH:27]=[CH:28][C:29]([F:32])=[CH:30][CH:31]=3)=[O:23])[N:14]=2)([CH3:12])[CH3:11])=[O:8])=[N:4][N:3]=1.[Ba:36]. The catalyst class is: 10. (2) Reactant: [Cl:1][C:2]1[CH:3]=[C:4]([CH:10]=[C:11]([Cl:13])[N:12]=1)[C:5](OCC)=[O:6].C(O[BH-](OC(=O)C)OC(=O)C)(=O)C.[Na+]. Product: [Cl:1][C:2]1[CH:3]=[C:4]([CH2:5][OH:6])[CH:10]=[C:11]([Cl:13])[N:12]=1. The catalyst class is: 8. (3) Reactant: [NH2:1][C@@H:2]1[C:16](=[O:17])[N:15]2[CH2:18][C@H:19]([O:21][C:22]3[C:23]4[O:40][C:39]5[CH:41]=[CH:42][CH:43]=[CH:44][C:38]=5[C:24]=4[N:25]=[C:26]([C:28]4[CH:33]=[CH:32][C:31]([O:34][CH:35]([CH3:37])[CH3:36])=[CH:30][CH:29]=4)[N:27]=3)[CH2:20][C@H:14]2[C:13](=[O:45])[NH:12][C@:11]2([C:47]([NH:49][S:50]([CH:53]3[CH2:55][CH2:54]3)(=[O:52])=[O:51])=[O:48])[CH2:46][C@H:10]2[CH:9]=[CH:8][CH2:7][CH2:6][CH2:5][CH2:4][CH2:3]1.C(N(CC)CC)C.[N:63]1([C:68](N2C=CN=C2)=[S:69])C=CN=C1.N.CO. Product: [CH:53]1([S:50]([NH:49][C:47]([C@@:11]23[CH2:46][C@H:10]2[CH:9]=[CH:8][CH2:7][CH2:6][CH2:5][CH2:4][CH2:3][C@H:2]([NH:1][C:68]([NH2:63])=[S:69])[C:16](=[O:17])[N:15]2[CH2:18][C@H:19]([O:21][C:22]4[C:23]5[O:40][C:39]6[CH:41]=[CH:42][CH:43]=[CH:44][C:38]=6[C:24]=5[N:25]=[C:26]([C:28]5[CH:29]=[CH:30][C:31]([O:34][CH:35]([CH3:37])[CH3:36])=[CH:32][CH:33]=5)[N:27]=4)[CH2:20][C@H:14]2[C:13](=[O:45])[NH:12]3)=[O:48])(=[O:51])=[O:52])[CH2:54][CH2:55]1. The catalyst class is: 1. (4) Reactant: [CH:1]([N:4]1[CH2:9][CH2:8][N:7]([C:10]2[CH:15]=[N:14][CH:13]=[CH:12][N:11]=2)[CH2:6][CH2:5]1)([CH3:3])[CH3:2].[Br:16]N1C(=O)CCC1=O.C([O-])([O-])=O.[Na+].[Na+]. Product: [Br:16][CH:5]1[CH2:6][N:7]([C:10]2[CH:15]=[N:14][CH:13]=[CH:12][N:11]=2)[CH2:8][CH2:9][N:4]1[CH:1]([CH3:3])[CH3:2]. The catalyst class is: 4. (5) Reactant: FC(F)(F)S(OS(C(F)(F)F)(=O)=O)(=O)=O.[Cl:16][C:17]1[N:18]=[C:19]([CH:22](O)[CH2:23][CH2:24][N:25]2[C:33]([C:34]3[CH:35]=[C:36]([CH:39]=[CH:40][CH:41]=3)[C:37]#[N:38])=[C:32]3[C:27]([N:28]([CH3:45])[C:29](=[O:44])[N:30]([CH3:43])[C:31]3=[O:42])=[CH:26]2)[S:20][CH:21]=1.C(N(CC)CC)C. Product: [Cl:16][C:17]1[N:18]=[C:19]([CH:22]2[C:26]3[N:25]([C:33]([C:34]4[CH:35]=[C:36]([CH:39]=[CH:40][CH:41]=4)[C:37]#[N:38])=[C:32]4[C:31](=[O:42])[N:30]([CH3:43])[C:29](=[O:44])[N:28]([CH3:45])[C:27]4=3)[CH2:24][CH2:23]2)[S:20][CH:21]=1. The catalyst class is: 2. (6) Reactant: [CH2:1]([O:8][C:9]1[C:16]([O:17][CH3:18])=[CH:15][C:12]([CH:13]=O)=[CH:11][C:10]=1[O:19][CH3:20])[C:2]1[CH:7]=[CH:6][CH:5]=[CH:4][CH:3]=1.C(O)(=O)[CH2:22][C:23]([OH:25])=[O:24].N1CCCCC1.Cl. Product: [CH2:1]([O:8][C:9]1[C:16]([O:17][CH3:18])=[CH:15][C:12](/[CH:13]=[CH:22]/[C:23]([OH:25])=[O:24])=[CH:11][C:10]=1[O:19][CH3:20])[C:2]1[CH:7]=[CH:6][CH:5]=[CH:4][CH:3]=1. The catalyst class is: 803. (7) Reactant: [Br:1][C:2]1[CH:3]=[CH:4][C:5]2[N:6]([CH2:16][CH:17]([OH:28])[CH2:18][NH:19][C:20]3[CH:25]=[CH:24][CH:23]=[C:22]([O:26][CH3:27])[CH:21]=3)[C:7]3[C:12]([C:13]=2[CH:14]=1)=[CH:11][C:10]([Br:15])=[CH:9][CH:8]=3.C(N(CC)CC)C. Product: [Br:15][C:10]1[CH:9]=[CH:8][C:7]2[N:6]([CH2:16][C:17](=[O:28])[CH2:18][NH:19][C:20]3[CH:25]=[CH:24][CH:23]=[C:22]([O:26][CH3:27])[CH:21]=3)[C:5]3[C:13]([C:12]=2[CH:11]=1)=[CH:14][C:2]([Br:1])=[CH:3][CH:4]=3. The catalyst class is: 148.